From a dataset of Experimentally validated miRNA-target interactions with 360,000+ pairs, plus equal number of negative samples. Binary Classification. Given a miRNA mature sequence and a target amino acid sequence, predict their likelihood of interaction. (1) The miRNA is hsa-miR-124-3p with sequence UAAGGCACGCGGUGAAUGCCAA. The protein sequence of the target gene is MKTVKEKKECQRLRKSAKTRRVTQRKPSSGPVCWLCLREPGDPEKLGEFLQKDNISVHYFCLILSSKLPQRGQSNRGFHGFLPEDIKKEAARASRKICFVCKKKGAAINCQKDQCLRNFHLPCGQERGCLSQFFGEYKSFCDKHRPTQNIQHGHVGEESCILCCEDLSQQSVENIQSPCCSQAIYHRKCIQKYAHTSAKHFFKCPQCNNRKEFPQEMLRMGIHIPDRDAAWELEPGAFSDLYQRYQHCDAPICLYEQGRDSFEDEGRWCLILCATCGSHGTHRDCSSLRSNSKKWECEEC.... Result: 1 (interaction). (2) The miRNA is hsa-miR-17-5p with sequence CAAAGUGCUUACAGUGCAGGUAG. The protein sequence of the target gene is MAATAAAVVAEEDTELRDLLVQTLENSGVLNRIKAELRAAVFLALEEQEKVENKTPLVNESLKKFLNTKDGRLVASLVAEFLQFFNLDFTLAVFQPETSTLQGLEGRENLARDLGIIEAEGTVGGPLLLEVIRRCQQKEKGPTTGEGALDLSDVHSPPKSPEGKTSAQTTPSKIPRYKGQGKKKTSGQKAGDKKANDEANQSDTSVSLSEPKSKSSLHLLSHETKIGSFLSNRTLDGKDKAGLCPDEDDMEGDSFFDDPIPKPEKTYGLRKEPRKQAGSLASLSDAPPLKSGLSSLAGAP.... Result: 1 (interaction). (3) The miRNA is hsa-miR-30d-5p with sequence UGUAAACAUCCCCGACUGGAAG. The protein sequence of the target gene is METLNGPAGGGAPDTKPQPAGQHHRHHHLHPLAERRRLHRAPSPARPFLKDLHTRPATATPSAGRAPTPAAPRSPSLAGKAPPSPGPPAAPGRLSRRSGVVPGAKDKPPPGAGARSAGGAKAVPGTRRAARAGPAEPLSRVGRPTGAEPPPAVAKGRKTKRGPGTPPARAVVPPARASRVPAVTLSVTSVAGCRINHTDSSSDLSDCASEPLSDEQRLLPAASSDAESGTGSSDREPIRGAPTPSSGSRGPPPGSPEPPILLAAPPVASACLGGRSSPGGASTGSPGPGSQEDVGGRAPP.... Result: 0 (no interaction). (4) The miRNA is hsa-let-7f-5p with sequence UGAGGUAGUAGAUUGUAUAGUU. The protein sequence of the target gene is MEQLNELELLMEKSFWEEAELPAELFQKKVVASFPRTVLSTGMDNRYLVLAVNTVQNKEGNCEKRLVITASQSLENKELCILRNDWCSVPVEPGDIIHLEGDCTSDTWIIDKDFGYLILYPDMLISGTSIASSIRCMRRAVLSETFRSSDPATRQMLIGTVLHEVFQKAINNSFAPEKLQELAFQTIQEIRHLKEMYRLNLSQDEIKQEVEDYLPSFCKWAGDFMHKNTSTDFPQMQLSLPSDNSKDNSTCNIEVVKPMDIEESIWSPRFGLKGKIDVTVGVKIHRGYKTKYKIMPLELK.... Result: 1 (interaction). (5) The miRNA is hsa-miR-489-3p with sequence GUGACAUCACAUAUACGGCAGC. The protein sequence of the target gene is MDGLLNPRESSKFIAENSRDVFIDSGGVRRVAELLLAKAAGPELRVEGWKALHELNPRAADEAAVNWVFVTDTLNFSFWSEQDEHKCVVRYRGKTYSGYWSLCAAVNRALDEGIPITSASYYATVTLDQVRNILRSDTDVSMPLVEERHRILNETGKILLEKFGGSFLNCVRESENSAQKLMHLVVESFPSYRDVTLFEGKRVSFYKRAQILVADTWSVLEGKGDGCFKDISSITMFADYRLPQVLAHLGALKYSDDLLKKLLKGEMLSYGDRQEVEIRGCSLWCVELIRDCLLELIEQK.... Result: 0 (no interaction). (6) The miRNA is mmu-miR-669e-3p with sequence UGAAUAUACACACACUUACAC. The protein sequence of the target gene is MRLPWELLVLQSFMLCLADDYTLHGPVFVQEPSHVMFPLDSEEKKVKLSCEVKGNPKPHIRWKLNGTDVDIGMDFRYSVVEGSLLINNPNKTQDSGTYQCIATNSFGTIVSREAKLQFAYLENFKTRTRSTVSVRRGQGMVLLCGPPPHSGELSYAWIFNEHPSYQDNRRFVSQETGNLYIAKVEKADVGNYTCVVTNTVTSHQVLGPPTPLILRNDGVMGEYEPKIEVQFPETVPAEKGSTVKLECFALGNPVPTILWRRADGKPIARKARRHKSSGILEIPNFQQEDAGSYECVAENS.... Result: 0 (no interaction).